Predict the product of the given reaction. From a dataset of Forward reaction prediction with 1.9M reactions from USPTO patents (1976-2016). (1) Given the reactants [Cl:1][C:2]1[C:3]([F:42])=[C:4]([C@@H:8]2[C@:12]([C:15]3[CH:20]=[CH:19][C:18]([Cl:21])=[CH:17][C:16]=3[F:22])([C:13]#[N:14])[C@H:11]([CH2:23][C:24]([CH3:27])([CH3:26])[CH3:25])[NH:10][C@H:9]2[C:28]([NH:30][C:31]2[CH:39]=[CH:38][C:34]([C:35]([OH:37])=[O:36])=[CH:33][C:32]=2[O:40][CH3:41])=[O:29])[CH:5]=[CH:6][CH:7]=1.C(=O)([O-])[O-].[Cs+].[Cs+].Cl[CH:50]([O:52][C:53]([NH:55][CH2:56][C:57]([O:59][CH2:60][C:61]1[CH:66]=[CH:65][CH:64]=[CH:63][CH:62]=1)=[O:58])=[O:54])[CH3:51], predict the reaction product. The product is: [Cl:1][C:2]1[C:3]([F:42])=[C:4]([C@@H:8]2[C@:12]([C:15]3[CH:20]=[CH:19][C:18]([Cl:21])=[CH:17][C:16]=3[F:22])([C:13]#[N:14])[C@H:11]([CH2:23][C:24]([CH3:26])([CH3:27])[CH3:25])[NH:10][C@H:9]2[C:28]([NH:30][C:31]2[CH:39]=[CH:38][C:34]([C:35]([O:37][CH:50]([O:52][C:53](=[O:54])[NH:55][CH2:56][C:57]([O:59][CH2:60][C:61]3[CH:62]=[CH:63][CH:64]=[CH:65][CH:66]=3)=[O:58])[CH3:51])=[O:36])=[CH:33][C:32]=2[O:40][CH3:41])=[O:29])[CH:5]=[CH:6][CH:7]=1. (2) The product is: [C:1]1([C:7]2([C:13]3[CH:18]=[CH:17][CH:16]=[CH:15][CH:14]=3)[CH2:12][CH2:11][CH2:10][N:9]([C:38](=[O:39])[CH2:37][N:21]3[CH2:22][CH2:23][C:24]([C:25]4[CH:30]=[CH:29][CH:28]=[CH:27][CH:26]=4)([C:31]4[CH:36]=[CH:35][CH:34]=[CH:33][CH:32]=4)[C:20]3=[O:19])[CH2:8]2)[CH:2]=[CH:3][CH:4]=[CH:5][CH:6]=1. Given the reactants [C:1]1([C:7]2([C:13]3[CH:18]=[CH:17][CH:16]=[CH:15][CH:14]=3)[CH2:12][CH2:11][CH2:10][NH:9][CH2:8]2)[CH:6]=[CH:5][CH:4]=[CH:3][CH:2]=1.[O:19]=[C:20]1[C:24]([C:31]2[CH:36]=[CH:35][CH:34]=[CH:33][CH:32]=2)([C:25]2[CH:30]=[CH:29][CH:28]=[CH:27][CH:26]=2)[CH2:23][CH2:22][N:21]1[CH2:37][C:38](O)=[O:39].Cl.C(N=C=NCCCN(C)C)C, predict the reaction product.